This data is from Full USPTO retrosynthesis dataset with 1.9M reactions from patents (1976-2016). The task is: Predict the reactants needed to synthesize the given product. (1) Given the product [CH3:31][O:30][C:29]1[C:3](=[O:2])[C:4]([CH3:36])=[C:5]([CH2:6][C:7]2[CH:20]=[CH:19][C:10]([C:11]([N:13]3[CH2:14][CH2:15][O:16][CH2:17][CH2:18]3)=[O:12])=[C:9]([C:21]3[CH:22]=[N:23][CH:24]=[CH:25][CH:26]=3)[CH:8]=2)[C:27](=[O:34])[C:28]=1[O:32][CH3:33], predict the reactants needed to synthesize it. The reactants are: C[O:2][C:3]1[C:4]([CH3:36])=[C:5]([C:27]([O:34]C)=[C:28]([O:32][CH3:33])[C:29]=1[O:30][CH3:31])[CH2:6][C:7]1[CH:20]=[CH:19][C:10]([C:11]([N:13]2[CH2:18][CH2:17][O:16][CH2:15][CH2:14]2)=[O:12])=[C:9]([C:21]2[CH:22]=[N:23][CH:24]=[CH:25][CH:26]=2)[CH:8]=1.O=[N+]([O-])[O-].[O-][N+](=O)[O-].[O-][N+](=O)[O-].[O-][N+](=O)[O-].[O-][N+](=O)[O-].[O-][N+](=O)[O-].[Ce+4].[NH4+].[NH4+]. (2) Given the product [Cl:1][C:2]1[CH:3]=[CH:4][C:5]2[N:11]([C:12](=[O:22])[C:13]3[CH:18]=[CH:17][C:16]([NH:48][CH2:40][C:35]4[CH:36]=[CH:37][CH:38]=[CH:39][C:34]=4[CH3:42])=[CH:15][C:14]=3[O:20][CH3:21])[CH2:10][CH2:9][CH2:8][CH:7]([CH2:23][C:24]([N:26]3[CH2:27][CH2:28][N:29]([CH3:32])[CH2:30][CH2:31]3)=[O:25])[C:6]=2[CH:33]=1, predict the reactants needed to synthesize it. The reactants are: [Cl:1][C:2]1[CH:3]=[CH:4][C:5]2[N:11]([C:12](=[O:22])[CH:13]3[CH:18]=[CH:17][CH:16]=[CH:15][C:14]3([O:20][CH3:21])N)[CH2:10][CH2:9][CH2:8][CH:7]([CH2:23][C:24]([N:26]3[CH2:31][CH2:30][N:29]([CH3:32])[CH2:28][CH2:27]3)=[O:25])[C:6]=2[CH:33]=1.[C:34]1([CH3:42])[C:35]([CH:40]=O)=[CH:36][CH:37]=[CH:38][CH:39]=1.C(O)(=O)C.C([BH3-])#[N:48].[Na+]. (3) Given the product [NH2:1][C:2]1[CH:9]=[CH:8][CH:7]=[C:6]([Cl:10])[C:3]=1[CH:4]([C:15]1[CH:16]=[CH:17][C:12]([F:11])=[CH:13][CH:14]=1)[OH:5], predict the reactants needed to synthesize it. The reactants are: [NH2:1][C:2]1[CH:9]=[CH:8][CH:7]=[C:6]([Cl:10])[C:3]=1[CH:4]=[O:5].[F:11][C:12]1[CH:17]=[CH:16][C:15]([Mg]Br)=[CH:14][CH:13]=1. (4) Given the product [Cl:26][C:22]1[CH:21]=[C:20]2[C:25](=[CH:24][CH:23]=1)[N:17]([C:15]([C:14]1[C:9]([NH:8][CH2:1][CH:2]3[CH2:3][CH2:4]3)=[N:10][CH:11]=[CH:12][CH:13]=1)=[O:16])[CH2:18][CH2:19]2, predict the reactants needed to synthesize it. The reactants are: [CH2:1]([NH:8][C:9]1[C:14]([C:15]([N:17]2[C:25]3[C:20](=[CH:21][C:22]([Cl:26])=[CH:23][CH:24]=3)[CH2:19][CH2:18]2)=[O:16])=[CH:13][CH:12]=[CH:11][N:10]=1)[C:2]1C=CC=[CH:4][CH:3]=1.C(N)C1C=CC=CC=1.C1(CN)CC1. (5) Given the product [Cl:1][C:2]1[CH:10]=[CH:9][C:8]2[N:7]([CH2:27][CH2:26][C:23]3[CH:22]=[N:21][C:20]([C:19]([F:29])([F:18])[F:28])=[CH:25][CH:24]=3)[C:6]3[CH2:11][CH2:12][N:13]([CH3:17])[C:14]([CH3:15])([CH3:16])[C:5]=3[C:4]=2[CH:3]=1, predict the reactants needed to synthesize it. The reactants are: [Cl:1][C:2]1[CH:10]=[CH:9][C:8]2[NH:7][C:6]3[CH2:11][CH2:12][N:13]([CH3:17])[C:14]([CH3:16])([CH3:15])[C:5]=3[C:4]=2[CH:3]=1.[F:18][C:19]([F:29])([F:28])[C:20]1[CH:25]=[CH:24][C:23]([CH:26]=[CH2:27])=[CH:22][N:21]=1.[OH-].[K+]. (6) Given the product [C:1]([C:5]1[CH:6]=[C:7]([NH:17][C:18]([NH:20][C:21]2[CH:22]=[N:23][C:24]([N:28]3[CH2:29][CH2:30][N:31]([C:49](=[O:50])[C:48]4[C:47]([F:46])=[CH:55][CH:54]=[CH:53][C:52]=4[F:56])[CH2:32][CH2:33]3)=[C:25]([CH3:27])[CH:26]=2)=[O:19])[N:8]([C:10]2[CH:15]=[CH:14][C:13]([CH3:16])=[CH:12][CH:11]=2)[N:9]=1)([CH3:4])([CH3:2])[CH3:3], predict the reactants needed to synthesize it. The reactants are: [C:1]([C:5]1[CH:6]=[C:7]([NH:17][C:18]([NH:20][C:21]2[CH:22]=[N:23][C:24]([N:28]3[CH2:33][CH2:32][NH:31][CH2:30][CH2:29]3)=[C:25]([CH3:27])[CH:26]=2)=[O:19])[N:8]([C:10]2[CH:15]=[CH:14][C:13]([CH3:16])=[CH:12][CH:11]=2)[N:9]=1)([CH3:4])([CH3:3])[CH3:2].Cl.CN(C)CCCN=C=NCC.[F:46][C:47]1[CH:55]=[CH:54][CH:53]=[C:52]([F:56])[C:48]=1[C:49](O)=[O:50].C(Cl)Cl. (7) Given the product [S:28]1[C:29]2[CH:34]=[CH:33][CH:32]=[CH:31][C:30]=2[C:26]([N:20]2[CH2:21][CH2:22][N:23]([C:6]([C:5]3[CH:9]=[C:10]([S:13]([CH3:16])(=[O:15])=[O:14])[CH:11]=[CH:12][C:4]=3[N:3]([CH2:1][CH3:2])[CH2:17][CH3:18])=[O:8])[CH2:24][CH2:25]2)=[N:27]1, predict the reactants needed to synthesize it. The reactants are: [CH2:1]([N:3]([CH2:17][CH3:18])[C:4]1[CH:12]=[CH:11][C:10]([S:13]([CH3:16])(=[O:15])=[O:14])=[CH:9][C:5]=1[C:6]([OH:8])=O)[CH3:2].Cl.[N:20]1([C:26]2[C:30]3[CH:31]=[CH:32][CH:33]=[CH:34][C:29]=3[S:28][N:27]=2)[CH2:25][CH2:24][NH:23][CH2:22][CH2:21]1.C(OCC)(=O)C.